This data is from Reaction yield outcomes from USPTO patents with 853,638 reactions. The task is: Predict the reaction yield, written as a fraction of the theoretical maximum amount of product (1.0 means a 100% yield; for example, 0.34 means a 34% yield). (1) The reactants are [CH:1]1([C:7]2[CH:24]=[CH:23][C:10]([O:11][C:12]3[C:17]([CH3:18])=[CH:16][C:15]([N+:19]([O-])=O)=[C:14]([CH3:22])[CH:13]=3)=[CH:9][CH:8]=2)[CH2:6][CH2:5][CH2:4][CH2:3][CH2:2]1.O.O.[Sn](Cl)Cl.C([O-])(O)=O.[Na+]. The catalyst is O1CCOCC1.Cl. The product is [CH:1]1([C:7]2[CH:24]=[CH:23][C:10]([O:11][C:12]3[C:17]([CH3:18])=[CH:16][C:15]([NH2:19])=[C:14]([CH3:22])[CH:13]=3)=[CH:9][CH:8]=2)[CH2:2][CH2:3][CH2:4][CH2:5][CH2:6]1. The yield is 0.615. (2) The reactants are Br[C:2]1[CH:7]=[C:6]([F:8])[CH:5]=[C:4]([Br:9])[CH:3]=1.CC(C)([O-])C.[K+].[CH3:16][N:17]1[CH2:22][CH2:21][NH:20][CH2:19][CH2:18]1. The catalyst is C1(C)C=CC=CC=1. The product is [Br:9][C:4]1[CH:3]=[C:2]([N:20]2[CH2:21][CH2:22][N:17]([CH3:16])[CH2:18][CH2:19]2)[CH:7]=[C:6]([F:8])[CH:5]=1. The yield is 0.372. (3) The reactants are [C:1]([C:4]1[CH:5]=[CH:6][C:7]([C:22]2[CH:27]=[CH:26][CH:25]=[C:24]([NH:28][C:29](=[O:37])[C:30]3[CH:35]=[CH:34][C:33]([F:36])=[CH:32][CH:31]=3)[C:23]=2[CH3:38])=[C:8]2[C:16]=1[NH:15][C:14]1[CH:13]=[C:12]([C:17]([O:19]CC)=[O:18])[CH:11]=[CH:10][C:9]2=1)(=[O:3])[NH2:2].[OH-].[Na+].Cl. The catalyst is C(O)C. The product is [C:1]([C:4]1[CH:5]=[CH:6][C:7]([C:22]2[CH:27]=[CH:26][CH:25]=[C:24]([NH:28][C:29](=[O:37])[C:30]3[CH:31]=[CH:32][C:33]([F:36])=[CH:34][CH:35]=3)[C:23]=2[CH3:38])=[C:8]2[C:16]=1[NH:15][C:14]1[CH:13]=[C:12]([C:17]([OH:19])=[O:18])[CH:11]=[CH:10][C:9]2=1)(=[O:3])[NH2:2]. The yield is 0.920. (4) The reactants are [CH2:1]([N:4]1[CH2:13][CH:12]2[C:14]3[CH:15]=[CH:16][C:17]([O:23][CH3:24])=[C:18]([O:21][CH3:22])[C:19]=3[O:20][C:10]3[C:11]2=[C:6]([CH:7]=[CH:8][CH:9]=3)[CH2:5]1)[CH:2]=[CH2:3]. The catalyst is C(O)C.[Pd]. The product is [CH2:1]([N:4]1[CH2:13][CH:12]2[C:14]3[CH:15]=[CH:16][C:17]([O:23][CH3:24])=[C:18]([O:21][CH3:22])[C:19]=3[O:20][C:10]3[C:11]2=[C:6]([CH:7]=[CH:8][CH:9]=3)[CH2:5]1)[CH2:2][CH3:3]. The yield is 0.910. (5) The reactants are O[C@H:2]1[C@H:6]([CH:7]=[CH2:8])[CH2:5][N:4]([C:9]([O:11][CH2:12][C:13]2[CH:18]=[CH:17][CH:16]=[CH:15][CH:14]=2)=[O:10])[CH2:3]1.C(N(CC)C(C)C)(C)C.F.F.F.C(N(CC)CC)C.[F:38]C(F)(S(F)(=O)=O)C(F)(F)C(F)(F)C(F)(F)F. The catalyst is C1(C(F)(F)F)C=CC=CC=1.CCOC(C)=O. The product is [F:38][C@@H:2]1[C@H:6]([CH:7]=[CH2:8])[CH2:5][N:4]([C:9]([O:11][CH2:12][C:13]2[CH:18]=[CH:17][CH:16]=[CH:15][CH:14]=2)=[O:10])[CH2:3]1. The yield is 0.810. (6) The reactants are F[C:2]1[CH:7]=[C:6]([C:8]2[C:9]([C:20]3[O:21][CH:22]=[CH:23][CH:24]=3)=[N:10][C:11]([NH2:19])=[N:12][C:13]=2[C:14]2[O:15][CH:16]=[CH:17][CH:18]=2)[CH:5]=[CH:4][N:3]=1.[CH2:25]([NH2:28])[CH2:26][CH3:27]. The product is [O:21]1[CH:22]=[CH:23][CH:24]=[C:20]1[C:9]1[C:8]([C:6]2[CH:5]=[CH:4][N:3]=[C:2]([NH:28][CH2:25][CH2:26][CH3:27])[CH:7]=2)=[C:13]([C:14]2[O:15][CH:16]=[CH:17][CH:18]=2)[N:12]=[C:11]([NH2:19])[N:10]=1. The yield is 0.640. No catalyst specified.